From a dataset of Catalyst prediction with 721,799 reactions and 888 catalyst types from USPTO. Predict which catalyst facilitates the given reaction. (1) Reactant: Br[C:2]1[CH:3]=[N:4][CH:5]=[C:6]([Br:8])[CH:7]=1.C([Mg]Cl)(C)C.[CH3:14][C:15]([CH3:17])=[O:16]. Product: [Br:8][C:6]1[CH:7]=[C:2]([C:15]([OH:16])([CH3:17])[CH3:14])[CH:3]=[N:4][CH:5]=1. The catalyst class is: 1. (2) Reactant: [CH3:1][C:2]1[C:10]2[C:5](=[CH:6][CH:7]=[C:8]([CH:11]=O)[CH:9]=2)[NH:4][N:3]=1.[C:13](/[CH:15]=[C:16](\[O-:18])/[CH3:17])#[N:14].[Na+].C(O)(=O)C.N1CCCCC1. Product: [CH3:1][C:2]1[C:10]2[C:5](=[CH:6][CH:7]=[C:8](/[CH:11]=[C:15](/[C:16](=[O:18])[CH3:17])\[C:13]#[N:14])[CH:9]=2)[NH:4][N:3]=1. The catalyst class is: 4.